Predict the reaction yield, written as a fraction of the theoretical maximum amount of product (1.0 means a 100% yield; for example, 0.34 means a 34% yield). From a dataset of Reaction yield outcomes from USPTO patents with 853,638 reactions. (1) The reactants are [CH3:1]C(C)C(=O)C(P(=O)([O-])[O-])=[N+]=[N-].[CH:13]([CH2:15][CH2:16][C:17]1[O:18][C:19]2[CH:25]=[CH:24][C:23]([C:26]([O:28][CH3:29])=[O:27])=[CH:22][C:20]=2[CH:21]=1)=O.C([O-])([O-])=O.[K+].[K+]. The catalyst is CO. The product is [CH2:16]([C:17]1[O:18][C:19]2[CH:25]=[CH:24][C:23]([C:26]([O:28][CH3:29])=[O:27])=[CH:22][C:20]=2[CH:21]=1)[CH2:15][C:13]#[CH:1]. The yield is 0.920. (2) The reactants are [CH3:1][C:2]([CH3:17])([CH3:16])[C:3]#[C:4][C:5]1[CH:10]=[C:9]([N+:11]([O-:13])=[O:12])[CH:8]=[C:7]([F:14])[C:6]=1[NH2:15].N1C=CC=CC=1.[C:24](Cl)(=[O:28])[CH2:25][CH2:26][CH3:27]. The catalyst is C(Cl)Cl. The product is [CH3:1][C:2]([CH3:17])([CH3:16])[C:3]#[C:4][C:5]1[CH:10]=[C:9]([N+:11]([O-:13])=[O:12])[CH:8]=[C:7]([F:14])[C:6]=1[NH:15][C:24](=[O:28])[CH2:25][CH2:26][CH3:27]. The yield is 0.620. (3) The reactants are N[C:2]1[CH:9]=[C:8]([C:10]([F:13])([F:12])[F:11])[C:7]([O:14][CH2:15][CH3:16])=[CH:6][C:3]=1[C:4]#[N:5].N(OCCC(C)C)=O. The catalyst is C1COCC1.C([O-])(O)=O.[Na+]. The product is [CH2:15]([O:14][C:7]1[CH:6]=[C:3]([CH:2]=[CH:9][C:8]=1[C:10]([F:11])([F:12])[F:13])[C:4]#[N:5])[CH3:16]. The yield is 0.850. (4) The reactants are [S:1]1[CH:5]=[CH:4][N:3]=[C:2]1[C:6]1([C:9]([O:11][C:12]([CH3:15])([CH3:14])[CH3:13])=[O:10])[CH2:8][CH2:7]1.[Br:16]Br. The catalyst is C(Cl)(Cl)Cl.[O-]S([O-])(=S)=O.[Na+].[Na+].C([O-])(O)=O.[Na+]. The product is [Br:16][C:5]1[S:1][C:2]([C:6]2([C:9]([O:11][C:12]([CH3:15])([CH3:14])[CH3:13])=[O:10])[CH2:7][CH2:8]2)=[N:3][CH:4]=1. The yield is 0.470. (5) The reactants are F[P:2](F)([C:17]([F:23])([F:22])[C:18]([F:21])([F:20])[F:19])([C:10]([F:16])([F:15])[C:11]([F:14])([F:13])[F:12])[C:3]([F:9])([F:8])[C:4]([F:7])([F:6])[F:5].[BH4-].[Na+]. No catalyst specified. The product is [F:9][C:3]([P:2]([C:10]([F:15])([F:16])[C:11]([F:12])([F:13])[F:14])[C:17]([F:23])([F:22])[C:18]([F:21])([F:20])[F:19])([F:8])[C:4]([F:7])([F:6])[F:5]. The yield is 0.930. (6) The reactants are [Cl:1][C:2]1[CH:7]=[CH:6][C:5]([NH:8][C:9]([CH:11]2[CH2:20][CH2:19][C:18]3[C:13](=[CH:14][C:15]([O:21]C)=[CH:16][CH:17]=3)[CH2:12]2)=[O:10])=[CH:4][C:3]=1[C:23]([F:26])([F:25])[F:24].B(Br)(Br)Br. The catalyst is C(Cl)Cl. The product is [Cl:1][C:2]1[CH:7]=[CH:6][C:5]([NH:8][C:9]([CH:11]2[CH2:20][CH2:19][C:18]3[C:13](=[CH:14][C:15]([OH:21])=[CH:16][CH:17]=3)[CH2:12]2)=[O:10])=[CH:4][C:3]=1[C:23]([F:24])([F:25])[F:26]. The yield is 0.924. (7) The reactants are Cl.[F:2][C:3]1[CH:11]=[C:10]2[C:6]([C:7]([C:21]3[CH:22]=[N:23][N:24]([CH:26]4[CH2:31][CH2:30][NH:29][CH2:28][CH2:27]4)[CH:25]=3)=[CH:8][N:9]2[S:12]([C:15]2[CH:20]=[CH:19][CH:18]=[CH:17][CH:16]=2)(=[O:14])=[O:13])=[CH:5][CH:4]=1.CCN(CC)CC.[CH:39]1([S:42](Cl)(=[O:44])=[O:43])[CH2:41][CH2:40]1. The catalyst is C(Cl)Cl. The product is [CH:39]1([S:42]([N:29]2[CH2:30][CH2:31][CH:26]([N:24]3[CH:25]=[C:21]([C:7]4[C:6]5[C:10](=[CH:11][C:3]([F:2])=[CH:4][CH:5]=5)[N:9]([S:12]([C:15]5[CH:16]=[CH:17][CH:18]=[CH:19][CH:20]=5)(=[O:13])=[O:14])[CH:8]=4)[CH:22]=[N:23]3)[CH2:27][CH2:28]2)(=[O:44])=[O:43])[CH2:41][CH2:40]1. The yield is 0.550. (8) The reactants are [F:1][C:2]1[CH:7]=[CH:6][CH:5]=[C:4]([O:8][CH3:9])[C:3]=1[OH:10].F[C:12]1[CH:17]=[CH:16][CH:15]=[CH:14][C:13]=1[N+:18]([O-:20])=[O:19].FC1C=CC=C([O:36][CH3:37])C=1OC1C=CC=CC=1N.[NH2:38][C:39]1[S:40][CH:41]=[CH:42][N:43]=1. No catalyst specified. The product is [F:1][C:2]1[CH:7]=[CH:6][CH:5]=[C:4]([O:8][CH3:9])[C:3]=1[O:10][C:12]1[CH:17]=[CH:16][CH:15]=[CH:14][C:13]=1[N+:18]([O-:20])=[O:19].[S:40]1[CH:41]=[CH:42][N:43]=[C:39]1[NH:38][C:37](=[O:36])[NH2:18]. The yield is 0.640. (9) The reactants are [CH3:1][O:2][CH:3]([O:31][CH3:32])[C:4]1[CH:9]=[CH:8][C:7]([CH:10]2[CH:19]([C:20]3[CH:25]=[CH:24][CH:23]=[CH:22][CH:21]=3)[C:18](=O)[C:17]3[C:16]([C:27]([O:29]C)=O)=[CH:15][CH:14]=[CH:13][C:12]=3[NH:11]2)=[CH:6][CH:5]=1.O.[NH2:34][NH2:35]. The yield is 0.780. The product is [CH3:1][O:2][CH:3]([O:31][CH3:32])[C:4]1[CH:9]=[CH:8][C:7]([CH:10]2[NH:11][C:12]3[C:17]4[C:18](=[N:34][NH:35][C:27](=[O:29])[C:16]=4[CH:15]=[CH:14][CH:13]=3)[CH:19]2[C:20]2[CH:25]=[CH:24][CH:23]=[CH:22][CH:21]=2)=[CH:6][CH:5]=1. No catalyst specified.